From a dataset of Reaction yield outcomes from USPTO patents with 853,638 reactions. Predict the reaction yield, written as a fraction of the theoretical maximum amount of product (1.0 means a 100% yield; for example, 0.34 means a 34% yield). (1) The reactants are CN(C)C=O.[Br:6][C:7]1[N:24]([CH2:25][O:26][CH2:27][CH2:28][Si:29]([CH3:32])([CH3:31])[CH3:30])[C:10]2[CH:11]=[N:12][N:13]([CH2:16][O:17][CH2:18][CH2:19][Si:20]([CH3:23])([CH3:22])[CH3:21])[C:14](=[O:15])[C:9]=2[C:8]=1[CH2:33]Br.[CH3:35][C:36]([CH3:39])([O-:38])[CH3:37].[Na+]. The catalyst is O. The product is [Br:6][C:7]1[N:24]([CH2:25][O:26][CH2:27][CH2:28][Si:29]([CH3:31])([CH3:30])[CH3:32])[C:10]2[CH:11]=[N:12][N:13]([CH2:16][O:17][CH2:18][CH2:19][Si:20]([CH3:22])([CH3:23])[CH3:21])[C:14](=[O:15])[C:9]=2[C:8]=1[CH2:33][O:38][C:36]([CH3:39])([CH3:37])[CH3:35]. The yield is 0.250. (2) The reactants are [NH2:1][C:2]1[CH:3]=[CH:4][CH:5]=[C:6]2[C:11]=1[N:10]=[CH:9][CH:8]=[CH:7]2.C(O[CH:15]=[C:16]([C:22]([O:24][CH2:25][CH3:26])=[O:23])[C:17]([O:19]CC)=O)C.C1(OC2C=CC=CC=2)C=CC=CC=1. The catalyst is C(O)C.CCCCCC. The product is [CH2:25]([O:24][C:22]([CH:16]1[C:17](=[O:19])[C:3]2[C:2](=[C:11]3[C:6](=[CH:5][CH:4]=2)[CH:7]=[CH:8][CH:9]=[N:10]3)[N:1]=[CH:15]1)=[O:23])[CH3:26]. The yield is 0.840. (3) The yield is 0.960. The reactants are [C:1](N1C=CN=C1)([N:3]1[CH:7]=[CH:6][N:5]=[CH:4]1)=[O:2].[OH:13][CH2:14][CH2:15][N:16]1[CH2:21][CH2:20][N:19]([C:22](=[O:24])[CH3:23])[CH2:18][CH2:17]1.O. The catalyst is C(Cl)Cl. The product is [N:3]1([C:1]([O:13][CH2:14][CH2:15][N:16]2[CH2:21][CH2:20][N:19]([C:22](=[O:24])[CH3:23])[CH2:18][CH2:17]2)=[O:2])[CH:7]=[CH:6][N:5]=[CH:4]1.